Dataset: NCI-60 drug combinations with 297,098 pairs across 59 cell lines. Task: Regression. Given two drug SMILES strings and cell line genomic features, predict the synergy score measuring deviation from expected non-interaction effect. (1) Drug 1: CC(C1=C(C=CC(=C1Cl)F)Cl)OC2=C(N=CC(=C2)C3=CN(N=C3)C4CCNCC4)N. Drug 2: C1=NC2=C(N1)C(=S)N=C(N2)N. Cell line: HCT-15. Synergy scores: CSS=44.7, Synergy_ZIP=5.68, Synergy_Bliss=6.34, Synergy_Loewe=-0.921, Synergy_HSA=5.76. (2) Drug 1: CC=C1C(=O)NC(C(=O)OC2CC(=O)NC(C(=O)NC(CSSCCC=C2)C(=O)N1)C(C)C)C(C)C. Drug 2: CNC(=O)C1=NC=CC(=C1)OC2=CC=C(C=C2)NC(=O)NC3=CC(=C(C=C3)Cl)C(F)(F)F. Cell line: M14. Synergy scores: CSS=24.5, Synergy_ZIP=0.593, Synergy_Bliss=1.21, Synergy_Loewe=-36.1, Synergy_HSA=0.473. (3) Drug 1: COC1=C(C=C2C(=C1)N=CN=C2NC3=CC(=C(C=C3)F)Cl)OCCCN4CCOCC4. Drug 2: C(CC(=O)O)C(=O)CN.Cl. Cell line: UO-31. Synergy scores: CSS=41.1, Synergy_ZIP=1.64, Synergy_Bliss=5.97, Synergy_Loewe=-10.9, Synergy_HSA=6.59. (4) Drug 1: CC(C1=C(C=CC(=C1Cl)F)Cl)OC2=C(N=CC(=C2)C3=CN(N=C3)C4CCNCC4)N. Drug 2: C1=CC=C(C=C1)NC(=O)CCCCCCC(=O)NO. Cell line: NCIH23. Synergy scores: CSS=7.55, Synergy_ZIP=-6.09, Synergy_Bliss=-3.09, Synergy_Loewe=-2.38, Synergy_HSA=-0.887. (5) Drug 1: CC1CCC2CC(C(=CC=CC=CC(CC(C(=O)C(C(C(=CC(C(=O)CC(OC(=O)C3CCCCN3C(=O)C(=O)C1(O2)O)C(C)CC4CCC(C(C4)OC)OCCO)C)C)O)OC)C)C)C)OC. Drug 2: CC1=C(N=C(N=C1N)C(CC(=O)N)NCC(C(=O)N)N)C(=O)NC(C(C2=CN=CN2)OC3C(C(C(C(O3)CO)O)O)OC4C(C(C(C(O4)CO)O)OC(=O)N)O)C(=O)NC(C)C(C(C)C(=O)NC(C(C)O)C(=O)NCCC5=NC(=CS5)C6=NC(=CS6)C(=O)NCCC[S+](C)C)O. Cell line: SN12C. Synergy scores: CSS=20.7, Synergy_ZIP=-5.78, Synergy_Bliss=-1.00, Synergy_Loewe=-1.90, Synergy_HSA=-0.205. (6) Drug 1: CC12CCC3C(C1CCC2O)C(CC4=C3C=CC(=C4)O)CCCCCCCCCS(=O)CCCC(C(F)(F)F)(F)F. Drug 2: CN(CCCl)CCCl.Cl. Cell line: HS 578T. Synergy scores: CSS=2.78, Synergy_ZIP=-0.501, Synergy_Bliss=1.18, Synergy_Loewe=-0.520, Synergy_HSA=0.317. (7) Synergy scores: CSS=-1.35, Synergy_ZIP=1.56, Synergy_Bliss=1.07, Synergy_Loewe=-2.84, Synergy_HSA=-2.69. Drug 2: CN1C2=C(C=C(C=C2)N(CCCl)CCCl)N=C1CCCC(=O)O.Cl. Drug 1: CS(=O)(=O)CCNCC1=CC=C(O1)C2=CC3=C(C=C2)N=CN=C3NC4=CC(=C(C=C4)OCC5=CC(=CC=C5)F)Cl. Cell line: RXF 393. (8) Drug 1: C1CCC(C1)C(CC#N)N2C=C(C=N2)C3=C4C=CNC4=NC=N3. Drug 2: CC1C(C(=O)NC(C(=O)N2CCCC2C(=O)N(CC(=O)N(C(C(=O)O1)C(C)C)C)C)C(C)C)NC(=O)C3=C4C(=C(C=C3)C)OC5=C(C(=O)C(=C(C5=N4)C(=O)NC6C(OC(=O)C(N(C(=O)CN(C(=O)C7CCCN7C(=O)C(NC6=O)C(C)C)C)C)C(C)C)C)N)C. Cell line: NCIH23. Synergy scores: CSS=10.3, Synergy_ZIP=1.81, Synergy_Bliss=3.98, Synergy_Loewe=3.56, Synergy_HSA=3.68.